From a dataset of Reaction yield outcomes from USPTO patents with 853,638 reactions. Predict the reaction yield, written as a fraction of the theoretical maximum amount of product (1.0 means a 100% yield; for example, 0.34 means a 34% yield). (1) The reactants are [C:1]([C:3]1[C:4]([C:14]2[CH:19]=[CH:18][C:17]([Cl:20])=[CH:16][C:15]=2[Cl:21])=[C:5]([C:9]([O:11]CC)=[O:10])[S:6][C:7]=1[I:8])#[N:2].[OH-].[Na+]. The catalyst is O1CCCC1.O. The product is [C:1]([C:3]1[C:4]([C:14]2[CH:19]=[CH:18][C:17]([Cl:20])=[CH:16][C:15]=2[Cl:21])=[C:5]([C:9]([OH:11])=[O:10])[S:6][C:7]=1[I:8])#[N:2]. The yield is 1.00. (2) The reactants are [F:1][C:2]([F:37])([F:36])[C:3]1[CH:4]=[C:5]([CH:33]=[CH:34][CH:35]=1)[C:6]([NH:8][C:9]1[CH:10]=[C:11]([CH:30]=[CH:31][CH:32]=1)[O:12][C:13]1[CH:14]=[CH:15][C:16]2[N:17]([CH:19]=[C:20]([NH:22]C(=O)OC(C)(C)C)[N:21]=2)[N:18]=1)=[O:7].Cl.C(OCC)(=O)C. The catalyst is CO. The product is [NH2:22][C:20]1[N:21]=[C:16]2[CH:15]=[CH:14][C:13]([O:12][C:11]3[CH:10]=[C:9]([NH:8][C:6](=[O:7])[C:5]4[CH:33]=[CH:34][CH:35]=[C:3]([C:2]([F:37])([F:36])[F:1])[CH:4]=4)[CH:32]=[CH:31][CH:30]=3)=[N:18][N:17]2[CH:19]=1. The yield is 0.820. (3) The reactants are [Cl:1][C:2]1[C:7]([OH:8])=[C:6]([CH:9]=[CH2:10])[CH:5]=[C:4]([CH2:11][OH:12])[N:3]=1.[H-].[Na+].[CH2:15](Br)[CH:16]=[CH2:17]. The catalyst is CN(C=O)C.CCOC(C)=O. The product is [CH2:17]([O:8][C:7]1[C:6]([CH:9]=[CH2:10])=[CH:5][C:4]([CH2:11][OH:12])=[N:3][C:2]=1[Cl:1])[CH:16]=[CH2:15]. The yield is 0.810. (4) The reactants are [Cl:1][C:2]1[CH:3]=[CH:4][C:5]([CH2:9][OH:10])=[C:6]([OH:8])[CH:7]=1.Br[CH:12]([CH:14]1[CH2:16][CH2:15]1)O.C([O-])([O-])=O.[K+].[K+]. The catalyst is CN(C=O)C. The product is [Cl:1][C:2]1[CH:3]=[CH:4][C:5]([CH2:9][OH:10])=[C:6]([O:8][CH2:12][CH:14]2[CH2:16][CH2:15]2)[CH:7]=1. The yield is 0.130. (5) The reactants are Cl[C:2]1[CH:3]=[C:4]([CH:22]=[CH:23][N:24]=1)[C:5]([NH:7][C:8]1[S:9][CH:10]=[C:11]([C:13]2[C:18]([CH3:19])=[CH:17][C:16]([CH3:20])=[CH:15][C:14]=2[CH3:21])[N:12]=1)=[O:6].C(=O)([O-])[O-].[Cs+].[Cs+].[CH3:31][NH:32][CH3:33].C1COCC1. The catalyst is CN(C=O)C.O. The product is [CH3:31][N:32]([CH3:33])[C:2]1[CH:3]=[C:4]([CH:22]=[CH:23][N:24]=1)[C:5]([NH:7][C:8]1[S:9][CH:10]=[C:11]([C:13]2[C:18]([CH3:19])=[CH:17][C:16]([CH3:20])=[CH:15][C:14]=2[CH3:21])[N:12]=1)=[O:6]. The yield is 0.0300. (6) The reactants are Cl[C:2]1[C:17]([N+:18]([O-:20])=[O:19])=[CH:16][C:15]([N+:21]([O-:23])=[O:22])=[CH:14][C:3]=1[C:4]([NH:6][CH2:7][CH2:8][CH2:9][CH2:10][CH2:11][CH2:12][OH:13])=[O:5].CC[N:26]([CH2:29][CH3:30])CC.N1CC1. The catalyst is CCOC(C)=O. The product is [N:26]1([C:2]2[C:17]([N+:18]([O-:20])=[O:19])=[CH:16][C:15]([N+:21]([O-:23])=[O:22])=[CH:14][C:3]=2[C:4]([NH:6][CH2:7][CH2:8][CH2:9][CH2:10][CH2:11][CH2:12][OH:13])=[O:5])[CH2:29][CH2:30]1. The yield is 0.840. (7) The catalyst is CO. The reactants are [CH3:1][N:2]1[CH2:7][CH2:6][C:5](=O)[CH2:4][CH2:3]1.[CH3:9][C:10]1[CH:17]=[CH:16][C:13]([CH2:14][NH2:15])=[CH:12][CH:11]=1.C(O)(=O)C.[BH3-]C#N.[Na+]. The product is [CH3:9][C:10]1[CH:17]=[CH:16][C:13]([CH2:14][NH:15][CH:5]2[CH2:6][CH2:7][N:2]([CH3:1])[CH2:3][CH2:4]2)=[CH:12][CH:11]=1. The yield is 0.930. (8) The reactants are [CH3:1][O:2][C:3]([NH:5][C@@H:6]([CH:59]([CH3:61])[CH3:60])[C:7]([N:9]1[C@H:13]([C:14]2[NH:18][C:17]3[C:19]4[C:24]([CH:25]=[CH:26][C:16]=3[N:15]=2)=[CH:23][C:22]2[C:27]3[C:32]([CH2:33][O:34][C:21]=2[CH:20]=4)=[CH:31][C:30]([C:35]2[NH:39][C:38]([CH:40]4[CH2:44][CH2:43][CH2:42][N:41]4[C:45](=[O:55])[C@@H:46]([NH:50][C:51](=[O:54])[O:52][CH3:53])[CH:47]([CH3:49])[CH3:48])=[N:37][CH:36]=2)=[CH:29][CH:28]=3)[CH2:12][C@@H:11]2[CH2:56][CH2:57][CH2:58][C@H:10]12)=[O:8])=[O:4].[CH3:62][O:63][C:64](N[C@@H](C(C)C)C(O)=O)=O. The yield is 0.560. No catalyst specified. The product is [CH3:1][O:2][C:3]([NH:5][C@@H:6]([CH:59]([CH3:61])[CH3:60])[C:7]([N:9]1[C@H:13]([C:14]2[NH:18][C:17]3[C:19]4[C:24]([CH:25]=[CH:26][C:16]=3[N:15]=2)=[CH:23][C:22]2[C:27]3[C:32]([CH2:33][O:34][C:21]=2[CH:20]=4)=[CH:31][C:30]([C:35]2[NH:39][C:38]([CH:40]4[CH2:44][CH2:43][CH2:42][N:41]4[C:45](=[O:55])[C@@H:46]([NH:50][C:51](=[O:54])[O:52][CH3:53])[CH:47]4[CH2:49][CH2:64][O:63][CH2:62][CH2:48]4)=[N:37][CH:36]=2)=[CH:29][CH:28]=3)[CH2:12][C@@H:11]2[CH2:56][CH2:57][CH2:58][C@H:10]12)=[O:8])=[O:4]. (9) The product is [CH2:11]([C@H:18]1[CH2:22][O:21][C:20](=[O:23])[N:19]1[C:24](=[O:29])[C@H:25]([CH:26]1[CH2:27][CH2:28]1)[OH:37])[C:12]1[CH:13]=[CH:14][CH:15]=[CH:16][CH:17]=1. The reactants are C[Si]([N-][Si](C)(C)C)(C)C.[Na+].[CH2:11]([C@H:18]1[CH2:22][O:21][C:20](=[O:23])[N:19]1[C:24](=[O:29])[CH2:25][CH:26]1[CH2:28][CH2:27]1)[C:12]1[CH:17]=[CH:16][CH:15]=[CH:14][CH:13]=1.C1(S(N2C(C3C=CC=CC=3)O2)(=O)=[O:37])C=CC=CC=1.C(O)(=O)C. The yield is 0.810. The catalyst is O1CCCC1.